Task: Predict the reactants needed to synthesize the given product.. Dataset: Full USPTO retrosynthesis dataset with 1.9M reactions from patents (1976-2016) (1) Given the product [C:33]([NH:1][C@H:2]1[CH2:7][CH2:6][C@H:5]([NH:8][C:9]([C:11]2[C:15]3[N:16]=[CH:17][N:18]=[C:19]([C:20]4[CH:25]=[C:24]([O:26][CH3:27])[CH:23]=[CH:22][C:21]=4[O:28][CH2:29][CH:30]4[CH2:31][CH2:32]4)[C:14]=3[NH:13][CH:12]=2)=[O:10])[CH2:4][CH2:3]1)(=[O:35])[CH3:34], predict the reactants needed to synthesize it. The reactants are: [NH2:1][C@H:2]1[CH2:7][CH2:6][C@H:5]([NH:8][C:9]([C:11]2[C:15]3[N:16]=[CH:17][N:18]=[C:19]([C:20]4[CH:25]=[C:24]([O:26][CH3:27])[CH:23]=[CH:22][C:21]=4[O:28][CH2:29][CH:30]4[CH2:32][CH2:31]4)[C:14]=3[NH:13][CH:12]=2)=[O:10])[CH2:4][CH2:3]1.[C:33](Cl)(=[O:35])[CH3:34]. (2) Given the product [Br:45][C:43]1[CH:42]=[CH:41][C:40]([C:46]([F:49])([F:47])[F:48])=[C:39]([CH2:37][C:35]2[S:36][C:32]([C:26]3[CH:31]=[CH:30][CH:29]=[CH:28][CH:27]=3)=[CH:33][CH:34]=2)[CH:44]=1, predict the reactants needed to synthesize it. The reactants are: [C@@H]1(C2C=CC=C(CC3SC(CC)=CC=3)C=2)O[C@H](CO)[C@@H](O)[C@H](O)[C@H]1O.[C:26]1([C:32]2[S:36][C:35]([C:37]([C:39]3[CH:44]=[C:43]([Br:45])[CH:42]=[CH:41][C:40]=3[C:46]([F:49])([F:48])[F:47])=O)=[CH:34][CH:33]=2)[CH:31]=[CH:30][CH:29]=[CH:28][CH:27]=1.O1CCCC1.[BH4-].[Na+]. (3) Given the product [C:15]([C:8]1[CH:9]=[CH:10][C:5]([NH:11][C:12](=[O:14])[CH3:13])=[CH:6][CH:7]=1)([CH3:18])([CH3:17])[CH3:16], predict the reactants needed to synthesize it. The reactants are: [Cl-].[Al+3].[Cl-].[Cl-].[C:5]1([NH:11][C:12](=[O:14])[CH3:13])[CH:10]=[CH:9][CH:8]=[CH:7][CH:6]=1.[C:15](Cl)([CH3:18])([CH3:17])[CH3:16].Cl. (4) Given the product [Cl:32][C:33]1[CH:38]=[CH:37][CH:36]=[C:35]([Cl:39])[C:34]=1[NH:40][C:41]([N:4]1[CH2:5][CH2:6][CH2:7][N:1]([C:8]2[N:13]=[CH:12][C:11]([NH:14][C:15]([C:17]3[N:18]=[C:19]([C:26]4[CH:31]=[CH:30][CH:29]=[CH:28][CH:27]=4)[O:20][C:21]=3[C:22]([F:23])([F:25])[F:24])=[O:16])=[CH:10][CH:9]=2)[CH2:2][CH2:3]1)=[O:42], predict the reactants needed to synthesize it. The reactants are: [N:1]1([C:8]2[N:13]=[CH:12][C:11]([NH:14][C:15]([C:17]3[N:18]=[C:19]([C:26]4[CH:31]=[CH:30][CH:29]=[CH:28][CH:27]=4)[O:20][C:21]=3[C:22]([F:25])([F:24])[F:23])=[O:16])=[CH:10][CH:9]=2)[CH2:7][CH2:6][CH2:5][NH:4][CH2:3][CH2:2]1.[Cl:32][C:33]1[CH:38]=[CH:37][CH:36]=[C:35]([Cl:39])[C:34]=1[N:40]=[C:41]=[O:42]. (5) Given the product [CH3:21][O:11][N:3]1[C:2]([CH3:12])([CH3:1])[CH2:7][CH:6]([OH:8])[CH2:5][C:4]1([CH3:10])[CH3:9], predict the reactants needed to synthesize it. The reactants are: [CH3:1][C:2]1([CH3:12])[CH2:7][CH:6]([OH:8])[CH2:5][C:4]([CH3:10])([CH3:9])[NH+:3]1[O-:11].OO.Cl.S(=O)(O)[O-].[Na+].[C:21](=O)([O-])O.[K+]. (6) Given the product [Cl:13][C:4]1[CH:3]=[C:2]([NH:14][C:15]2[CH:16]=[CH:17][C:18]([C:21]([N:23]3[CH2:24][CH2:25][O:26][CH2:27][CH2:28]3)=[O:22])=[CH:19][CH:20]=2)[C:7]([C:8]([O:10][CH2:11][CH3:12])=[O:9])=[CH:6][N:5]=1, predict the reactants needed to synthesize it. The reactants are: Cl[C:2]1[C:7]([C:8]([O:10][CH2:11][CH3:12])=[O:9])=[CH:6][N:5]=[C:4]([Cl:13])[CH:3]=1.[NH2:14][C:15]1[CH:20]=[CH:19][C:18]([C:21]([N:23]2[CH2:28][CH2:27][O:26][CH2:25][CH2:24]2)=[O:22])=[CH:17][CH:16]=1.CCN(C(C)C)C(C)C.